Dataset: Peptide-MHC class II binding affinity with 134,281 pairs from IEDB. Task: Regression. Given a peptide amino acid sequence and an MHC pseudo amino acid sequence, predict their binding affinity value. This is MHC class II binding data. (1) The peptide sequence is GLCAFLATRIFGRRS. The MHC is DRB3_0301 with pseudo-sequence DRB3_0301. The binding affinity (normalized) is 0. (2) The peptide sequence is YQDLELSWNLNGLQAY. The MHC is DRB1_0401 with pseudo-sequence DRB1_0401. The binding affinity (normalized) is 0.425. (3) The peptide sequence is GELQIVDKDDAAFKI. The MHC is DRB1_0101 with pseudo-sequence DRB1_0101. The binding affinity (normalized) is 0.363. (4) The peptide sequence is LPKPPKPVSKMRMATPLLMGALPM. The MHC is DRB4_0101 with pseudo-sequence DRB4_0103. The binding affinity (normalized) is 0.806. (5) The peptide sequence is LDLAVNAAVDAGIHF. The MHC is HLA-DPA10103-DPB10401 with pseudo-sequence HLA-DPA10103-DPB10401. The binding affinity (normalized) is 0.157. (6) The peptide sequence is EGKIILVAVHVASGYIE. The MHC is HLA-DPA10103-DPB10401 with pseudo-sequence HLA-DPA10103-DPB10401. The binding affinity (normalized) is 0.265.